Task: Predict the reaction yield, written as a fraction of the theoretical maximum amount of product (1.0 means a 100% yield; for example, 0.34 means a 34% yield).. Dataset: Reaction yield outcomes from USPTO patents with 853,638 reactions The reactants are [CH:1]([C:4]1[CH:10]=[CH:9][CH:8]=[CH:7][C:5]=1[NH2:6])([CH3:3])[CH3:2].[O-]S([O-])(=O)=O.[Na+].[Na+].Cl.Cl[C:20](Cl)(Cl)[CH:21]([OH:23])O.Cl.[NH2:27][OH:28]. The catalyst is O. The product is [OH:28][N:27]=[CH:20][C:21]([NH:6][C:5]1[CH:7]=[CH:8][CH:9]=[CH:10][C:4]=1[CH:1]([CH3:3])[CH3:2])=[O:23]. The yield is 0.540.